This data is from Full USPTO retrosynthesis dataset with 1.9M reactions from patents (1976-2016). The task is: Predict the reactants needed to synthesize the given product. Given the product [C:1]([O:5][C:6]([N:8]1[CH2:13][CH2:12][CH:11]([N:14]2[C:18]3[CH:19]=[C:20]([F:27])[C:21]([C:23]([OH:25])=[O:24])=[CH:22][C:17]=3[NH:16][C:15]2=[O:28])[CH2:10][CH2:9]1)=[O:7])([CH3:4])([CH3:2])[CH3:3], predict the reactants needed to synthesize it. The reactants are: [C:1]([O:5][C:6]([N:8]1[CH2:13][CH2:12][CH:11]([N:14]2[C:18]3[CH:19]=[C:20]([F:27])[C:21]([C:23]([O:25]C)=[O:24])=[CH:22][C:17]=3[NH:16][C:15]2=[O:28])[CH2:10][CH2:9]1)=[O:7])([CH3:4])([CH3:3])[CH3:2].[OH-].[Na+].Cl.